From a dataset of Full USPTO retrosynthesis dataset with 1.9M reactions from patents (1976-2016). Predict the reactants needed to synthesize the given product. (1) Given the product [C:40]([O:44][C:45](=[O:46])[NH:47][C:48]([C:49](=[O:50])[NH:1][CH:2]([CH2:32][C:33]1[CH:38]=[CH:37][C:36]([F:39])=[CH:35][CH:34]=1)[C:3]([N:5]1[CH2:10][CH2:9][N:8]([CH:11]([C:12](=[O:13])[NH:14][CH3:15])[CH2:16][C:17]2[CH:26]=[CH:25][C:24]3[C:19](=[CH:20][CH:21]=[CH:22][CH:23]=3)[CH:18]=2)[C:7](=[O:27])[CH:6]1[CH2:28][CH:29]1[CH2:31][CH2:30]1)=[O:4])([CH3:53])[CH3:52])([CH3:43])([CH3:41])[CH3:42], predict the reactants needed to synthesize it. The reactants are: [NH2:1][CH:2]([CH2:32][C:33]1[CH:38]=[CH:37][C:36]([F:39])=[CH:35][CH:34]=1)[C:3]([N:5]1[CH2:10][CH2:9][N:8]([CH:11]([CH2:16][C:17]2[CH:26]=[CH:25][C:24]3[C:19](=[CH:20][CH:21]=[CH:22][CH:23]=3)[CH:18]=2)[C:12]([NH:14][CH3:15])=[O:13])[C:7](=[O:27])[CH:6]1[CH2:28][CH:29]1[CH2:31][CH2:30]1)=[O:4].[C:40]([O:44][C:45]([NH:47][C:48]([CH3:53])([CH3:52])[C:49](O)=[O:50])=[O:46])([CH3:43])([CH3:42])[CH3:41].ON1C2C=CC=CC=2N=N1.CN1CCOCC1.CN(C)CCCN=C=NCC. (2) Given the product [Br:1][C:2]1[C:10]2[NH:9][N:8]=[CH:7][C:6]=2[C:5]2[CH2:11][N:12]([CH2:21][CH:22]3[CH2:24][CH2:23]3)[C:13](=[O:20])[C@H:14]([CH2:16][C:17](=[O:19])[N:26]3[CH2:27][CH2:28][CH:29]([C:32]4[C:33](=[O:42])[NH:34][C:35]5[C:40]([CH:41]=4)=[CH:39][CH:38]=[CH:37][CH:36]=5)[CH2:30][CH2:31]3)[CH2:15][C:4]=2[CH:3]=1, predict the reactants needed to synthesize it. The reactants are: [Br:1][C:2]1[C:10]2[NH:9][N:8]=[CH:7][C:6]=2[C:5]2[CH2:11][N:12]([CH2:21][CH:22]3[CH2:24][CH2:23]3)[C:13](=[O:20])[C@H:14]([CH2:16][C:17]([OH:19])=O)[CH2:15][C:4]=2[CH:3]=1.Cl.[NH:26]1[CH2:31][CH2:30][CH:29]([C:32]2[C:33](=[O:42])[NH:34][C:35]3[C:40]([CH:41]=2)=[CH:39][CH:38]=[CH:37][CH:36]=3)[CH2:28][CH2:27]1.ClC1C2NN=CC=2C2CN(CC(C)(C)C)C(=O)[C@@H](CC(=O)N3CCC(N4CC5C(=CC=CC=5)NC4=O)CC3)CC=2C=1. (3) Given the product [CH:21]([C:7]1[CH:8]=[CH:9][C:2]([OH:1])=[C:3]([CH:6]=1)[C:4]#[N:5])=[O:22].[CH:21]([C:9]1[C:2]([OH:1])=[C:3]([CH:6]=[CH:7][CH:8]=1)[C:4]#[N:5])=[O:22], predict the reactants needed to synthesize it. The reactants are: [OH:1][C:2]1[CH:9]=[CH:8][CH:7]=[CH:6][C:3]=1[C:4]#[N:5].C1N2CN3CN(C2)CN1C3.C[CH2:21][O:22]C(C)=O. (4) Given the product [Cl:1][C:2]1[CH:3]=[CH:4][C:5]([C:8]2[C:9](=[O:24])[C:10]3[C:11]([O:19][C:20]=2[CH:21]([CH3:22])[CH3:23])=[C:12]2[C:16](=[CH:17][CH:18]=3)[NH:15][N:14]=[C:13]2[I:27])=[CH:6][CH:7]=1, predict the reactants needed to synthesize it. The reactants are: [Cl:1][C:2]1[CH:7]=[CH:6][C:5]([C:8]2[C:9](=[O:24])[C:10]3[C:11]([O:19][C:20]=2[CH:21]([CH3:23])[CH3:22])=[C:12]2[C:16](=[CH:17][CH:18]=3)[NH:15][N:14]=[CH:13]2)=[CH:4][CH:3]=1.[OH-].[K+].[I:27]I. (5) Given the product [CH3:14][N:15]([CH3:28])[C:16]1[CH:24]=[C:23]2[C:19]([CH:20]=[C:21]([C:25]([NH:1][C@@H:2]3[CH2:6][CH2:5][NH:4][CH2:3]3)=[O:26])[NH:22]2)=[CH:18][CH:17]=1, predict the reactants needed to synthesize it. The reactants are: [NH2:1][C@@H:2]1[CH2:6][CH2:5][N:4](C(OC(C)(C)C)=O)[CH2:3]1.[CH3:14][N:15]([CH3:28])[C:16]1[CH:24]=[C:23]2[C:19]([CH:20]=[C:21]([C:25](O)=[O:26])[NH:22]2)=[CH:18][CH:17]=1.N. (6) Given the product [OH:1][C:2]1[CH:3]=[CH:4][C:5]([CH2:8][CH:9]([O:14][CH3:15])[C:10]([OH:12])=[O:11])=[CH:6][CH:7]=1, predict the reactants needed to synthesize it. The reactants are: [OH:1][C:2]1[CH:7]=[CH:6][C:5]([CH2:8][CH:9]([O:14][CH3:15])[C:10]([O:12]C)=[O:11])=[CH:4][CH:3]=1.[OH-].[Na+].